From a dataset of Forward reaction prediction with 1.9M reactions from USPTO patents (1976-2016). Predict the product of the given reaction. Given the reactants [I:1][C:2]1[CH:3]=[C:4]([CH:16]=[CH:17][CH:18]=1)[CH2:5][N:6]1[CH:11]=[CH:10][CH:9]=[C:8]([C:12]([OH:14])=O)[C:7]1=[O:15].Cl.[NH2:20][C@@H:21]([CH2:26][CH2:27][CH2:28][NH:29][C:30]([O:32][C:33]([CH3:36])([CH3:35])[CH3:34])=[O:31])[C:22]([O:24][CH3:25])=[O:23].CN(C(ON1N=NC2C=CC=CC1=2)=[N+](C)C)C.F[P-](F)(F)(F)(F)F, predict the reaction product. The product is: [C:33]([O:32][C:30]([NH:29][CH2:28][CH2:27][CH2:26][C@H:21]([NH:20][C:12]([C:8]1[C:7](=[O:15])[N:6]([CH2:5][C:4]2[CH:16]=[CH:17][CH:18]=[C:2]([I:1])[CH:3]=2)[CH:11]=[CH:10][CH:9]=1)=[O:14])[C:22]([O:24][CH3:25])=[O:23])=[O:31])([CH3:35])([CH3:36])[CH3:34].